This data is from Peptide-MHC class I binding affinity with 185,985 pairs from IEDB/IMGT. The task is: Regression. Given a peptide amino acid sequence and an MHC pseudo amino acid sequence, predict their binding affinity value. This is MHC class I binding data. (1) The peptide sequence is ELVTRKCPQK. The MHC is HLA-A03:01 with pseudo-sequence HLA-A03:01. The binding affinity (normalized) is 0.176. (2) The peptide sequence is VLWAHGFEL. The MHC is HLA-A02:03 with pseudo-sequence HLA-A02:03. The binding affinity (normalized) is 0.690. (3) The peptide sequence is SYFVVKRHTM. The MHC is HLA-A23:01 with pseudo-sequence HLA-A23:01. The binding affinity (normalized) is 0.451. (4) The peptide sequence is VASEMAEALK. The MHC is HLA-B58:01 with pseudo-sequence HLA-B58:01. The binding affinity (normalized) is 0.148.